From a dataset of Full USPTO retrosynthesis dataset with 1.9M reactions from patents (1976-2016). Predict the reactants needed to synthesize the given product. Given the product [CH3:1][O:2][C:3]1[CH:12]=[C:11]2[C:6]([C:7]([CH:36]([C:35]3[CH:34]=[CH:33][C:32]([N+:29]([O-:31])=[O:30])=[CH:39][CH:38]=3)[OH:37])=[CH:8][CH:9]=[N:10]2)=[CH:5][CH:4]=1, predict the reactants needed to synthesize it. The reactants are: [CH3:1][O:2][C:3]1[CH:12]=[C:11]2[C:6]([C:7](S(C3C=CC=CC=3)=O)=[CH:8][CH:9]=[N:10]2)=[CH:5][CH:4]=1.C1([Mg]Cl)C=CC=CC=1.[N+:29]([C:32]1[CH:39]=[CH:38][C:35]([CH:36]=[O:37])=[CH:34][CH:33]=1)([O-:31])=[O:30].